Task: Predict the product of the given reaction.. Dataset: Forward reaction prediction with 1.9M reactions from USPTO patents (1976-2016) (1) Given the reactants [Br:1][C:2]1[CH:3]=[CH:4][C:5]2[C:6](=O)[C:7](=[O:17])[C:8]3[C:13]([C:14]=2[CH:15]=1)=[CH:12][C:11]([Br:16])=[CH:10][CH:9]=3.C[Mg]Cl.[C:22]([OH:25])(=O)[CH3:23], predict the reaction product. The product is: [Br:1][C:2]1[CH:3]=[CH:4][C:5]2[C:22]([OH:25])([CH3:23])[C:7]([OH:17])([CH3:6])[C:8]3[C:13]([C:14]=2[CH:15]=1)=[CH:12][C:11]([Br:16])=[CH:10][CH:9]=3. (2) Given the reactants ClC1C=CC(C)=CC=1.C([O:11][CH:12](OCC)[C:13]1[O:17][CH:16]=[CH:15][CH:14]=1)C.[Li].[B:22](OC)([O:25]C)[O:23]C.Cl, predict the reaction product. The product is: [CH:12]([C:13]1[O:17][C:16]([B:22]([OH:25])[OH:23])=[CH:15][CH:14]=1)=[O:11]. (3) Given the reactants [Cl:1][C:2]1[CH:30]=[N:29][C:5]2[N:6]3[CH:28]=[CH:27][CH:26]=[C:7]3[CH:8]([CH2:21][C:22]([O:24]C)=[O:23])[O:9][CH:10]([C:11]3[CH:16]=[CH:15][CH:14]=[C:13]([O:17][CH3:18])[C:12]=3[O:19][CH3:20])[C:4]=2[CH:3]=1.C(=O)([O-])[O-].[K+].[K+].C(O)(=O)C, predict the reaction product. The product is: [Cl:1][C:2]1[CH:30]=[N:29][C:5]2[N:6]3[CH:28]=[CH:27][CH:26]=[C:7]3[CH:8]([CH2:21][C:22]([OH:24])=[O:23])[O:9][CH:10]([C:11]3[CH:16]=[CH:15][CH:14]=[C:13]([O:17][CH3:18])[C:12]=3[O:19][CH3:20])[C:4]=2[CH:3]=1. (4) Given the reactants [C:1]([C:3]1[CH:4]=[C:5]2[C:10](=[CH:11][CH:12]=1)[C:9](=[O:13])[N:8]([CH2:14][CH:15]([CH3:17])[CH3:16])[C:7]([CH2:18][NH:19]C(=O)OC(C)(C)C)=[C:6]2[C:27]1[S:28][CH:29]=[CH:30][CH:31]=1)#[N:2].[ClH:32], predict the reaction product. The product is: [ClH:32].[NH2:19][CH2:18][C:7]1[N:8]([CH2:14][CH:15]([CH3:17])[CH3:16])[C:9](=[O:13])[C:10]2[C:5]([C:6]=1[C:27]1[S:28][CH:29]=[CH:30][CH:31]=1)=[CH:4][C:3]([C:1]#[N:2])=[CH:12][CH:11]=2. (5) Given the reactants [C:1]([O:5][C:6](=[O:9])[CH2:7][NH2:8])([CH3:4])([CH3:3])[CH3:2].[CH2:10]([CH:12]([CH2:15][CH3:16])[CH:13]=O)[CH3:11], predict the reaction product. The product is: [C:1]([O:5][C:6](=[O:9])[CH2:7]/[N:8]=[CH:13]/[CH:12]([CH2:15][CH3:16])[CH2:10][CH3:11])([CH3:4])([CH3:3])[CH3:2]. (6) Given the reactants [Cl:1][C:2]1[CH:3]=[C:4]2[C:10]([C:11]3[N:16]=[C:15]([NH:17][C@H:18]4[CH2:22][CH2:21][N:20](S(C)(=O)=O)[CH2:19]4)[C:14]([F:27])=[CH:13][N:12]=3)=[CH:9][NH:8][C:5]2=[N:6][CH:7]=1.[CH3:28][C:29]1([C:33](O)=[O:34])[CH2:32][O:31][CH2:30]1, predict the reaction product. The product is: [Cl:1][C:2]1[CH:3]=[C:4]2[C:10]([C:11]3[N:16]=[C:15]([NH:17][C@H:18]4[CH2:22][CH2:21][N:20]([C:33]([C:29]5([CH3:28])[CH2:32][O:31][CH2:30]5)=[O:34])[CH2:19]4)[C:14]([F:27])=[CH:13][N:12]=3)=[CH:9][NH:8][C:5]2=[N:6][CH:7]=1. (7) The product is: [CH3:18][O:19][C:20]1[CH:25]=[CH:24][CH:23]=[CH:22][C:21]=1[O:26][C@H:2]1[CH2:3][O:1]1. Given the reactants [O:1]1[CH2:3][C@H:2]1COS(C1C=CC=C([N+]([O-])=O)C=1)(=O)=O.[CH3:18][O:19][C:20]1[CH:25]=[CH:24][CH:23]=[CH:22][C:21]=1[OH:26].C([O-])([O-])=O.[Cs+].[Cs+], predict the reaction product.